Predict the reactants needed to synthesize the given product. From a dataset of Full USPTO retrosynthesis dataset with 1.9M reactions from patents (1976-2016). (1) Given the product [CH2:2]([CH:3]([O:6][C:7]([N:28]1[CH2:29][CH2:30][CH2:31][C@H:25]([N:24]([CH2:23][C:22]2[CH:47]=[C:48]([C:50]([F:53])([F:52])[F:51])[CH:49]=[C:20]([C:19]([F:18])([F:55])[F:54])[CH:21]=2)[C:41]2[N:42]=[N:43][N:44]([CH3:46])[N:45]=2)[C:26]2[CH:35]=[C:34]([CH3:36])[C:33]([C:37]([F:39])([F:38])[F:40])=[CH:32][C:27]1=2)=[O:8])[CH2:4][CH3:5])[CH3:1], predict the reactants needed to synthesize it. The reactants are: [CH3:1][CH2:2][CH:3]([OH:6])[CH2:4][CH3:5].[C:7](Cl)(Cl)=[O:8].C1(C)C=CC=CC=1.[F:18][C:19]([F:55])([F:54])[C:20]1[CH:21]=[C:22]([CH:47]=[C:48]([C:50]([F:53])([F:52])[F:51])[CH:49]=1)[CH2:23][N:24]([C:41]1[N:42]=[N:43][N:44]([CH3:46])[N:45]=1)[C@H:25]1[CH2:31][CH2:30][CH2:29][NH:28][C:27]2[CH:32]=[C:33]([C:37]([F:40])([F:39])[F:38])[C:34]([CH3:36])=[CH:35][C:26]1=2.N1C=CC=CC=1. (2) Given the product [C:1]([O:5][C:6]([N:8]1[CH2:12][CH:11]([O:13][S:23]([CH3:22])(=[O:25])=[O:24])[CH2:10][CH:9]1[CH3:14])=[O:7])([CH3:4])([CH3:2])[CH3:3], predict the reactants needed to synthesize it. The reactants are: [C:1]([O:5][C:6]([N:8]1[CH2:12][CH:11]([OH:13])[CH2:10][CH:9]1[CH3:14])=[O:7])([CH3:4])([CH3:3])[CH3:2].C(N(CC)CC)C.[CH3:22][S:23](Cl)(=[O:25])=[O:24].Cl. (3) Given the product [CH:24]1([S:27]([N:30]2[CH:34]=[C:33]([C:35]3[N:40]=[C:39]([NH:41][C:2]4[N:7]=[CH:6][C:5]5[C:8]([C:15]([NH:17][CH:18]6[CH2:23][CH2:22][O:21][CH2:20][CH2:19]6)=[O:16])=[C:9]([CH3:14])[N:10]([CH:11]([CH3:13])[CH3:12])[C:4]=5[CH:3]=4)[CH:38]=[CH:37][N:36]=3)[CH:32]=[N:31]2)(=[O:28])=[O:29])[CH2:26][CH2:25]1, predict the reactants needed to synthesize it. The reactants are: Br[C:2]1[N:7]=[CH:6][C:5]2[C:8]([C:15]([NH:17][CH:18]3[CH2:23][CH2:22][O:21][CH2:20][CH2:19]3)=[O:16])=[C:9]([CH3:14])[N:10]([CH:11]([CH3:13])[CH3:12])[C:4]=2[CH:3]=1.[CH:24]1([S:27]([N:30]2[CH:34]=[C:33]([C:35]3[N:40]=[C:39]([NH2:41])[CH:38]=[CH:37][N:36]=3)[CH:32]=[N:31]2)(=[O:29])=[O:28])[CH2:26][CH2:25]1.C(=O)([O-])[O-].[Cs+].[Cs+].C1(P(C2CCCCC2)C2C=CC=CC=2C2C(C(C)C)=CC(C(C)C)=CC=2C(C)C)CCCCC1.